From a dataset of Full USPTO retrosynthesis dataset with 1.9M reactions from patents (1976-2016). Predict the reactants needed to synthesize the given product. (1) Given the product [C:1]([O:16][CH2:15][CH2:14][CH2:13][CH3:11])(=[O:10])[CH:2]=[CH:3][C:4]1[CH:9]=[CH:8][CH:7]=[CH:6][CH:5]=1, predict the reactants needed to synthesize it. The reactants are: [CH:1](=[O:10])[CH:2]=[CH:3][C:4]1[CH:9]=[CH:8][CH:7]=[CH:6][CH:5]=1.[C:11]([C:13]1C(=O)C(Cl)=C(Cl)[C:15](=[O:16])[C:14]=1C#N)#N.C(O)CCC.O.[O-2].[O-2].[O-2].O=[Si]=O.O=[Si]=O.O=[Si]=O.O=[Si]=O.[Al+3].[Al+3]. (2) Given the product [C:3]([O:7][C:8]([N:10]1[CH2:15][CH2:14][C@H:13]([O:16][CH2:17][O:18][CH3:19])[C@H:12]([CH2:20][O:21][C:29]2[N:28]=[N:27][C:26]([CH2:22][CH2:23][CH2:24][CH3:25])=[C:31]([C:32]3[CH:33]=[CH:34][C:35]([O:38][CH:39]4[CH2:44][CH2:43][CH2:42][CH2:41][CH2:40]4)=[CH:36][CH:37]=3)[CH:30]=2)[CH2:11]1)=[O:9])([CH3:6])([CH3:5])[CH3:4], predict the reactants needed to synthesize it. The reactants are: [H-].[Na+].[C:3]([O:7][C:8]([N:10]1[CH2:15][CH2:14][C@H:13]([O:16][CH2:17][O:18][CH3:19])[C@H:12]([CH2:20][OH:21])[CH2:11]1)=[O:9])([CH3:6])([CH3:5])[CH3:4].[CH2:22]([C:26]1[N:27]=[N:28][C:29](Cl)=[CH:30][C:31]=1[C:32]1[CH:37]=[CH:36][C:35]([O:38][CH:39]2[CH2:44][CH2:43][CH2:42][CH2:41][CH2:40]2)=[CH:34][CH:33]=1)[CH2:23][CH2:24][CH3:25].CO. (3) Given the product [N+:34]([C:31]1[CH:32]=[CH:33][C:28]([O:27][C:25]([NH:1][CH2:2][C@@H:3]([NH:11][C:12](=[O:18])[O:13][C:14]([CH3:15])([CH3:17])[CH3:16])[CH2:4][CH:5]2[CH2:10][CH2:9][CH2:8][CH2:7][CH2:6]2)=[O:26])=[CH:29][CH:30]=1)([O-:36])=[O:35], predict the reactants needed to synthesize it. The reactants are: [NH2:1][CH2:2][C@@H:3]([NH:11][C:12](=[O:18])[O:13][C:14]([CH3:17])([CH3:16])[CH3:15])[CH2:4][CH:5]1[CH2:10][CH2:9][CH2:8][CH2:7][CH2:6]1.C([O-])(O)=O.[Na+].Cl[C:25]([O:27][C:28]1[CH:33]=[CH:32][C:31]([N+:34]([O-:36])=[O:35])=[CH:30][CH:29]=1)=[O:26]. (4) Given the product [CH2:1]([O:3][C:4](=[O:21])[CH2:5][C:6]1[CH:11]=[CH:10][C:9]([NH:12][C:13]2[C:18]([C:32]3[CH:33]=[CH:34][C:29]([O:22][C:23]4[CH:28]=[CH:27][CH:26]=[CH:25][CH:24]=4)=[CH:30][CH:31]=3)=[C:17]([NH2:20])[N:16]=[CH:15][N:14]=2)=[CH:8][CH:7]=1)[CH3:2], predict the reactants needed to synthesize it. The reactants are: [CH2:1]([O:3][C:4](=[O:21])[CH2:5][C:6]1[CH:11]=[CH:10][C:9]([NH:12][C:13]2[C:18](Cl)=[C:17]([NH2:20])[N:16]=[CH:15][N:14]=2)=[CH:8][CH:7]=1)[CH3:2].[O:22]([C:29]1[CH:34]=[CH:33][C:32](B(O)O)=[CH:31][CH:30]=1)[C:23]1[CH:28]=[CH:27][CH:26]=[CH:25][CH:24]=1.C1(P(C2CCCCC2)C2C=CC=CC=2C2C(OC)=CC=CC=2OC)CCCCC1.C(=O)([O-])[O-].[K+].[K+]. (5) Given the product [Br:1][C:2]1[CH:3]=[C:4]([CH3:24])[C:5]([C:9]2[C:10](=[O:23])[CH2:11][CH:12]([CH2:16][CH:17]3[CH2:22][CH2:21][O:20][CH2:19][CH2:18]3)[CH2:13][C:14]=2[O:15][CH3:25])=[C:6]([CH3:8])[CH:7]=1, predict the reactants needed to synthesize it. The reactants are: [Br:1][C:2]1[CH:7]=[C:6]([CH3:8])[C:5]([CH:9]2[C:14](=[O:15])[CH2:13][CH:12]([CH2:16][CH:17]3[CH2:22][CH2:21][O:20][CH2:19][CH2:18]3)[CH2:11][C:10]2=[O:23])=[C:4]([CH3:24])[CH:3]=1.[C:25](=O)([O-])[O-].[K+].[K+].IC. (6) The reactants are: [CH2:1]([N:10]=[C:11]=[O:12])[CH2:2][CH2:3][CH2:4][CH2:5][CH2:6][N:7]=[C:8]=[O:9].C(Cl)(=O)C1C=CC=C(C(Cl)=O)C=1.[F:25][C:26]([F:38])([C:29]([F:37])([F:36])[C:30]([F:35])([F:34])[CH:31]([F:33])[F:32])[CH2:27][OH:28]. Given the product [N:7]([CH2:6][CH2:5][CH2:4][CH2:3][CH2:2][CH2:1][NH:10][C:11](=[O:12])[O:28][CH2:27][C:26]([F:38])([F:25])[C:29]([F:36])([F:37])[C:30]([F:34])([F:35])[CH:31]([F:32])[F:33])=[C:8]=[O:9], predict the reactants needed to synthesize it. (7) Given the product [Br:4][C:5]1[CH:6]=[C:7]2[C:12](=[CH:13][CH:14]=1)[C:11]([CH2:15][N:16]1[C:22](=[O:23])[C@@H:21]([NH:24][C:25]([O:27][C:28]([CH3:31])([CH3:30])[CH3:29])=[O:26])[CH2:20][O:19][C:18]3[C:32]([C:36]([OH:38])=[O:37])=[CH:33][CH:34]=[CH:35][C:17]1=3)=[C:10]([O:40][CH3:41])[CH:9]=[CH:8]2, predict the reactants needed to synthesize it. The reactants are: O[Li].O.[Br:4][C:5]1[CH:6]=[C:7]2[C:12](=[CH:13][CH:14]=1)[C:11]([CH2:15][N:16]1[C:22](=[O:23])[C@@H:21]([NH:24][C:25]([O:27][C:28]([CH3:31])([CH3:30])[CH3:29])=[O:26])[CH2:20][O:19][C:18]3[C:32]([C:36]([O:38]C)=[O:37])=[CH:33][CH:34]=[CH:35][C:17]1=3)=[C:10]([O:40][CH3:41])[CH:9]=[CH:8]2.